This data is from Full USPTO retrosynthesis dataset with 1.9M reactions from patents (1976-2016). The task is: Predict the reactants needed to synthesize the given product. Given the product [C:20]1([S:26]([N:29]2[C:41]3[CH:40]=[CH:39][CH:38]=[C:37]([O:42][CH2:43][CH:44]([OH:45])[CH2:46][N:8]([CH2:1][C:2]4[CH:3]=[CH:4][CH:5]=[CH:6][CH:7]=4)[CH2:9][CH2:10][O:11][C:12]4[CH:17]=[CH:16][CH:15]=[CH:14][C:13]=4[O:18][CH3:19])[C:36]=3[C:35]3[C:30]2=[CH:31][CH:32]=[CH:33][CH:34]=3)(=[O:27])=[O:28])[CH:21]=[CH:22][CH:23]=[CH:24][CH:25]=1, predict the reactants needed to synthesize it. The reactants are: [CH2:1]([NH:8][CH2:9][CH2:10][O:11][C:12]1[CH:17]=[CH:16][CH:15]=[CH:14][C:13]=1[O:18][CH3:19])[C:2]1[CH:7]=[CH:6][CH:5]=[CH:4][CH:3]=1.[C:20]1([S:26]([N:29]2[C:41]3[CH:40]=[CH:39][CH:38]=[C:37]([O:42][CH2:43][CH:44]4[CH2:46][O:45]4)[C:36]=3[C:35]3[C:30]2=[CH:31][CH:32]=[CH:33][CH:34]=3)(=[O:28])=[O:27])[CH:25]=[CH:24][CH:23]=[CH:22][CH:21]=1.